This data is from Catalyst prediction with 721,799 reactions and 888 catalyst types from USPTO. The task is: Predict which catalyst facilitates the given reaction. (1) Reactant: [F:1][CH:2]([CH2:6][C:7]1[CH:12]=[CH:11][C:10]([O:13][CH2:14][C:15]#[CH:16])=[C:9]([O:17][CH3:18])[CH:8]=1)[C:3](Cl)=[O:4].Cl.[Br:20][C:21]1[CH:28]=[CH:27][C:24]([CH2:25][NH2:26])=[CH:23][CH:22]=1.C(N(CC)CC)C.CN(C1C=CC=CN=1)C. Product: [Br:20][C:21]1[CH:28]=[CH:27][C:24]([CH2:25][NH:26][C:3](=[O:4])[CH:2]([F:1])[CH2:6][C:7]2[CH:12]=[CH:11][C:10]([O:13][CH2:14][C:15]#[CH:16])=[C:9]([O:17][CH3:18])[CH:8]=2)=[CH:23][CH:22]=1. The catalyst class is: 132. (2) Reactant: [C:1]([O:5][C:6]([NH:8][C@H:9]1[CH2:14][CH2:13][C@H:12]([C:15]([OH:17])=O)[CH2:11][CH2:10]1)=[O:7])([CH3:4])([CH3:3])[CH3:2].[CH:18]1([NH2:21])[CH2:20][CH2:19]1.Cl.CN(C)CCCN=C=NCC. Product: [C:1]([O:5][C:6](=[O:7])[NH:8][C@H:9]1[CH2:10][CH2:11][C@H:12]([C:15](=[O:17])[NH:21][CH:18]2[CH2:20][CH2:19]2)[CH2:13][CH2:14]1)([CH3:2])([CH3:3])[CH3:4]. The catalyst class is: 4. (3) Reactant: [CH:1]#[C:2][CH2:3][NH:4][C@H:5]1[C:13]2[C:8](=[CH:9][CH:10]=[CH:11][CH:12]=2)[CH2:7][CH2:6]1.[CH:1]#[C:2][CH2:3][NH:4][C@H:5]1[C:13]2[C:8](=[CH:9][CH:10]=[CH:11][CH:12]=2)[CH2:7][CH2:6]1.[C@H](O)(C(O)=O)[C@@H](O)C(O)=O.[CH3:37][S:38]([OH:41])(=[O:40])=[O:39]. Product: [CH3:37][S:38]([OH:41])(=[O:40])=[O:39].[CH:1]#[C:2][CH2:3][NH:4][C@H:5]1[C:13]2[CH:12]=[CH:11][CH:10]=[CH:9][C:8]=2[CH2:7][CH2:6]1. The catalyst class is: 32. (4) Reactant: [F:1][C:2]1[CH:7]=[CH:6][C:5]([C:8]2([CH:18]=[N:19][S:20]([C:22]([CH3:25])([CH3:24])[CH3:23])=[O:21])[CH2:17][CH2:16][C:11]3([O:15][CH2:14][CH2:13][O:12]3)[CH2:10][CH2:9]2)=[CH:4][CH:3]=1.[CH:26]([Mg]Br)=[CH2:27].S([O-])([O-])(=O)=O.[Na+].[Na+]. Product: [F:1][C:2]1[CH:7]=[CH:6][C:5]([C:8]2([CH:18]([NH:19][S:20]([C:22]([CH3:25])([CH3:24])[CH3:23])=[O:21])[CH:26]=[CH2:27])[CH2:17][CH2:16][C:11]3([O:15][CH2:14][CH2:13][O:12]3)[CH2:10][CH2:9]2)=[CH:4][CH:3]=1. The catalyst class is: 7. (5) Product: [F:18][C:19]1[CH:25]=[CH:24][C:22]([NH:23][C:2]2[C:7]([C:8]([O:10][CH2:11][CH3:12])=[O:9])=[CH:6][N:5]=[C:4]3[N:13]([CH2:16][CH3:17])[N:14]=[CH:15][C:3]=23)=[CH:21][CH:20]=1. Reactant: Cl[C:2]1[C:7]([C:8]([O:10][CH2:11][CH3:12])=[O:9])=[CH:6][N:5]=[C:4]2[N:13]([CH2:16][CH3:17])[N:14]=[CH:15][C:3]=12.[F:18][C:19]1[CH:25]=[CH:24][C:22]([NH2:23])=[CH:21][CH:20]=1.C(N(CC)CC)C. The catalyst class is: 8. (6) Reactant: [NH2:1][C:2]1[CH:7]=[C:6]([Br:8])[CH:5]=[CH:4][C:3]=1[C:9](=[O:11])[CH3:10].Cl.[N:13]([O-])=O.[Na+]. Product: [Br:8][C:6]1[CH:7]=[C:2]2[C:3]([C:9]([OH:11])=[CH:10][N:13]=[N:1]2)=[CH:4][CH:5]=1. The catalyst class is: 6.